Dataset: Catalyst prediction with 721,799 reactions and 888 catalyst types from USPTO. Task: Predict which catalyst facilitates the given reaction. (1) Reactant: [NH2:1][C:2]1[N:7]=[C:6]([C:8]2[N:12]([CH:13]3[CH2:16][N:15](C(OC(C)(C)C)=O)[CH2:14]3)[CH:11]=[N:10][C:9]=2[C:24]2[CH:29]=[CH:28][C:27]([F:30])=[CH:26][CH:25]=2)[CH:5]=[CH:4][N:3]=1.Cl. Product: [NH:15]1[CH2:14][CH:13]([N:12]2[C:8]([C:6]3[CH:5]=[CH:4][N:3]=[C:2]([NH2:1])[N:7]=3)=[C:9]([C:24]3[CH:29]=[CH:28][C:27]([F:30])=[CH:26][CH:25]=3)[N:10]=[CH:11]2)[CH2:16]1. The catalyst class is: 5. (2) Reactant: [Br:1][C:2]1[CH:3]=[C:4]([CH:9]2[C:18]3[C:17](=[O:19])[CH2:16][N:15](C(OC=C)=O)[CH2:14][C:13]=3[NH:12][C:11]3[CH2:25][CH2:26][CH2:27][S:28](=[O:30])(=[O:29])[C:10]2=3)[CH:5]=[CH:6][C:7]=1[F:8].[ClH:31]. Product: [ClH:31].[Br:1][C:2]1[CH:3]=[C:4]([CH:9]2[C:18]3[C:17](=[O:19])[CH2:16][NH:15][CH2:14][C:13]=3[NH:12][C:11]3[CH2:25][CH2:26][CH2:27][S:28](=[O:30])(=[O:29])[C:10]2=3)[CH:5]=[CH:6][C:7]=1[F:8]. The catalyst class is: 8. (3) Reactant: C([Mg]Cl)(C)C.[C:6]([O:10][C:11](=[O:32])[NH:12][C:13]([C:15]1[S:16][C:17]([S:30][CH3:31])=[C:18]([S:20]([C:23]2[CH:28]=[CH:27][CH:26]=[C:25](Br)[CH:24]=2)(=[O:22])=[O:21])[CH:19]=1)=[NH:14])([CH3:9])([CH3:8])[CH3:7].[Li]CCCC.CN(C)[CH:40]=[O:41]. Product: [C:6]([O:10][C:11](=[O:32])[NH:12][C:13]([C:15]1[S:16][C:17]([S:30][CH3:31])=[C:18]([S:20]([C:23]2[CH:28]=[CH:27][CH:26]=[C:25]([CH:40]=[O:41])[CH:24]=2)(=[O:22])=[O:21])[CH:19]=1)=[NH:14])([CH3:9])([CH3:8])[CH3:7]. The catalyst class is: 1. (4) Reactant: [O:1]1[CH2:6][CH2:5][N:4]([C:7]2[N:12]=[C:11]([C:13]3[CH:19]=[CH:18][C:16]([NH2:17])=[CH:15][CH:14]=3)[N:10]=[C:9]3[N:20]([CH2:23][C:24]([F:27])([F:26])[F:25])[N:21]=[CH:22][C:8]=23)[CH2:3][CH2:2]1.ClC(Cl)(O[C:32](=[O:38])OC(Cl)(Cl)Cl)Cl.[CH3:40][NH2:41]. Product: [CH3:40][NH:41][C:32]([NH:17][C:16]1[CH:15]=[CH:14][C:13]([C:11]2[N:10]=[C:9]3[N:20]([CH2:23][C:24]([F:25])([F:26])[F:27])[N:21]=[CH:22][C:8]3=[C:7]([N:4]3[CH2:3][CH2:2][O:1][CH2:6][CH2:5]3)[N:12]=2)=[CH:19][CH:18]=1)=[O:38]. The catalyst class is: 4.